This data is from Catalyst prediction with 721,799 reactions and 888 catalyst types from USPTO. The task is: Predict which catalyst facilitates the given reaction. (1) Reactant: [F:1][C:2]([F:27])([F:26])[C:3]1[CH:4]=[C:5]([CH:19]=[C:20]([C:22]([F:25])([F:24])[F:23])[CH:21]=1)[CH2:6][NH:7][C:8]1[CH:13]=[CH:12][CH:11]=[C:10]([CH:14]2[O:18][CH2:17][CH2:16][O:15]2)[CH:9]=1.[H-].[Na+].[CH3:30]I.[NH4+].[Cl-]. Product: [F:25][C:22]([F:23])([F:24])[C:20]1[CH:19]=[C:5]([CH:4]=[C:3]([C:2]([F:1])([F:26])[F:27])[CH:21]=1)[CH2:6][N:7]([C:8]1[CH:13]=[CH:12][CH:11]=[C:10]([CH:14]2[O:15][CH2:16][CH2:17][O:18]2)[CH:9]=1)[CH3:30]. The catalyst class is: 3. (2) Reactant: C(=O)([O-])[O-].[Na+].[Na+].[CH:7]1([CH2:10][O:11][C:12]2[CH:18]=[CH:17][C:15]([NH2:16])=[CH:14][CH:13]=2)[CH2:9][CH2:8]1.[C:19](Cl)(Cl)=[S:20]. Product: [CH:7]1([CH2:10][O:11][C:12]2[CH:13]=[CH:14][C:15]([N:16]=[C:19]=[S:20])=[CH:17][CH:18]=2)[CH2:8][CH2:9]1. The catalyst class is: 132. (3) Reactant: CC(C)([O-])C.[K+].Br[C:8]1[CH:13]=[CH:12][C:11]([Br:14])=[CH:10][N:9]=1.[CH3:15][N:16]([CH3:20])[CH2:17][CH2:18][OH:19]. Product: [Br:14][C:11]1[CH:12]=[CH:13][C:8]([O:19][CH2:18][CH2:17][N:16]([CH3:20])[CH3:15])=[N:9][CH:10]=1. The catalyst class is: 3. (4) Reactant: Br[CH:2]1[CH2:7][CH2:6][CH:5]([C:8]([O:10][CH2:11][CH3:12])=[O:9])[CH2:4][C:3]1=[O:13].[C:14]1([SH:20])[CH:19]=[CH:18][CH:17]=[CH:16][CH:15]=1.[OH-].[Na+]. Product: [O:13]=[C:3]1[CH:2]([S:20][C:14]2[CH:19]=[CH:18][CH:17]=[CH:16][CH:15]=2)[CH2:7][CH2:6][CH:5]([C:8]([O:10][CH2:11][CH3:12])=[O:9])[CH2:4]1. The catalyst class is: 14. (5) Reactant: [F:1][CH:2]([F:42])[C:3]1[N:7]([C:8]2[N:16]=[C:15]3[C:11]([N:12]=[CH:13][N:14]3[CH:17]3[CH2:22][CH2:21][N:20](C(OC(C)(C)C)=O)[CH2:19][CH2:18]3)=[C:10]([N:30]3[CH2:35][CH2:34][O:33][CH2:32][CH2:31]3)[N:9]=2)[C:6]2[CH:36]=[CH:37][CH:38]=[C:39]([O:40][CH3:41])[C:5]=2[N:4]=1.C(O)(C(F)(F)F)=O.N. Product: [F:42][CH:2]([F:1])[C:3]1[N:7]([C:8]2[N:16]=[C:15]3[C:11]([N:12]=[CH:13][N:14]3[CH:17]3[CH2:22][CH2:21][NH:20][CH2:19][CH2:18]3)=[C:10]([N:30]3[CH2:31][CH2:32][O:33][CH2:34][CH2:35]3)[N:9]=2)[C:6]2[CH:36]=[CH:37][CH:38]=[C:39]([O:40][CH3:41])[C:5]=2[N:4]=1. The catalyst class is: 2. (6) Product: [F:15][CH:16]([F:41])[C:17]1[C:21]([C:22](=[S:2])[NH:24][C:25]2[C:33]3[CH:32]([CH2:34][CH3:35])[O:31][C:30]([CH2:38][CH3:39])([CH2:36][CH3:37])[C:29]=3[CH:28]=[CH:27][CH:26]=2)=[CH:20][N:19]([CH3:40])[N:18]=1. The catalyst class is: 12. Reactant: P12(SP3(SP(SP(S3)(S1)=S)(=S)S2)=S)=[S:2].[F:15][CH:16]([F:41])[C:17]1[C:21]([C:22]([NH:24][C:25]2[C:33]3[CH:32]([CH2:34][CH3:35])[O:31][C:30]([CH2:38][CH3:39])([CH2:36][CH3:37])[C:29]=3[CH:28]=[CH:27][CH:26]=2)=O)=[CH:20][N:19]([CH3:40])[N:18]=1. (7) Reactant: CC(C1C=C(C(C)C)C(C2C=CC=CC=2P(C2CCCCC2)C2CCCCC2)=C(C(C)C)C=1)C.Cl[C:36]1[C:45]2[C:40](=[CH:41][C:42]([F:46])=[CH:43][CH:44]=2)[N:39]=[C:38]([C:47]2[CH:52]=[CH:51][CH:50]=[CH:49][N:48]=2)[C:37]=1[CH3:53].[NH2:54][C:55]1[N:60]=[C:59]([N:61]2[CH2:66][CH2:65][O:64][CH2:63][CH2:62]2)[N:58]=[C:57]([NH:67][C:68](=[O:70])[CH3:69])[C:56]=1[C:71]#[N:72].C(=O)([O-])[O-].[K+].[K+]. Product: [C:71]([C:56]1[C:57]([NH:67][C:68](=[O:70])[CH3:69])=[N:58][C:59]([N:61]2[CH2:66][CH2:65][O:64][CH2:63][CH2:62]2)=[N:60][C:55]=1[NH:54][C:36]1[C:45]2[C:40](=[CH:41][C:42]([F:46])=[CH:43][CH:44]=2)[N:39]=[C:38]([C:47]2[CH:52]=[CH:51][CH:50]=[CH:49][N:48]=2)[C:37]=1[CH3:53])#[N:72]. The catalyst class is: 167. (8) Reactant: [F:1][C:2]1[CH:7]=[C:6]([OH:8])[CH:5]=[C:4]([F:9])[C:3]=1[CH2:10][C:11]([O:13][CH3:14])=[O:12].[CH3:15][O:16][CH2:17][C:18]1[CH:19]=[N:20][C:21]([N:24]2[CH2:29][CH2:28][CH:27]([C@H:30]3[CH2:32][C@H:31]3[CH2:33][CH2:34]O)[CH2:26][CH2:25]2)=[N:22][CH:23]=1.C1(P(C2C=CC=CC=2)C2C=CC=CC=2)C=CC=CC=1.N(C(OC(C)(C)C)=O)=NC(OC(C)(C)C)=O. Product: [CH3:14][O:13][C:11](=[O:12])[CH2:10][C:3]1[C:2]([F:1])=[CH:7][C:6]([O:8][CH2:34][CH2:33][C@@H:31]2[CH2:32][C@@H:30]2[CH:27]2[CH2:28][CH2:29][N:24]([C:21]3[N:20]=[CH:19][C:18]([CH2:17][O:16][CH3:15])=[CH:23][N:22]=3)[CH2:25][CH2:26]2)=[CH:5][C:4]=1[F:9]. The catalyst class is: 4. (9) Reactant: Cl[C:2]1[N:7]=[C:6]([N:8]([CH2:11][CH3:12])[CH2:9][CH3:10])[CH:5]=[C:4]([C:13]([F:16])([F:15])[F:14])[CH:3]=1.[C:17]([Zn]C#N)#[N:18]. Product: [CH2:9]([N:8]([CH2:11][CH3:12])[C:6]1[N:7]=[C:2]([C:17]#[N:18])[CH:3]=[C:4]([C:13]([F:16])([F:15])[F:14])[CH:5]=1)[CH3:10]. The catalyst class is: 128.